From a dataset of Full USPTO retrosynthesis dataset with 1.9M reactions from patents (1976-2016). Predict the reactants needed to synthesize the given product. (1) Given the product [CH3:21][C:22]1([CH2:23][CH2:24][CH2:25][CH2:26][CH2:27][C:28]([OH:30])=[O:29])[C:4]2[C:5]3[CH:6]=[C:7]([S:17]([OH:20])(=[O:19])=[O:18])[CH:8]=[C:9]([S:13]([OH:16])(=[O:15])=[O:14])[C:10]=3[CH:11]=[CH:12][C:3]=2[N:1]=[C:31]1[CH3:32], predict the reactants needed to synthesize it. The reactants are: [NH:1]([C:3]1[CH:4]=[C:5]2[C:10](=[CH:11][CH:12]=1)[C:9]([S:13]([OH:16])(=[O:15])=[O:14])=[CH:8][C:7]([S:17]([OH:20])(=[O:19])=[O:18])=[CH:6]2)N.[CH3:21][CH:22]([C:31](=O)[CH3:32])[CH2:23][CH2:24][CH2:25][CH2:26][CH2:27][C:28]([OH:30])=[O:29].C([O-])(=O)C.[K+].C(O)(=O)C. (2) Given the product [Cl:30][C:31]1[CH:36]=[C:35]([C:37]2[C:38]([C:40]3[CH:45]=[CH:44][C:43]([O:46][CH2:47][C:48]4[CH:57]=[CH:56][C:55]5[C:50](=[CH:51][CH:52]=[CH:53][CH:54]=5)[N:49]=4)=[CH:42][CH:41]=3)=[N:10][NH:9][CH:8]=2)[CH:34]=[CH:33][N:32]=1, predict the reactants needed to synthesize it. The reactants are: N1C=CC(C2C=[N:10][NH:9][C:8]=2C2C=CC(CCC3C=CC4C(=CC=CC=4)N=3)=CC=2)=CC=1.[Cl:30][C:31]1[CH:36]=[C:35]([CH2:37][C:38]([C:40]2[CH:45]=[CH:44][C:43]([O:46][CH2:47][C:48]3[CH:57]=[CH:56][C:55]4[C:50](=[CH:51][CH:52]=[CH:53][CH:54]=4)[N:49]=3)=[CH:42][CH:41]=2)=O)[CH:34]=[CH:33][N:32]=1. (3) Given the product [CH2:1]([Sn:5]([CH2:10][CH2:11][CH2:12][CH3:13])([CH2:6][CH2:7][CH2:8][CH3:9])[CH:15]1[CH2:17][CH2:16]1)[CH2:2][CH2:3][CH3:4], predict the reactants needed to synthesize it. The reactants are: [CH2:1]([Sn:5](Cl)([CH2:10][CH2:11][CH2:12][CH3:13])[CH2:6][CH2:7][CH2:8][CH3:9])[CH2:2][CH2:3][CH3:4].[CH:15]1([Mg]Br)[CH2:17][CH2:16]1.